From a dataset of Catalyst prediction with 721,799 reactions and 888 catalyst types from USPTO. Predict which catalyst facilitates the given reaction. (1) Product: [C:36]([NH:3][C:4]1[CH:5]=[C:6]([CH3:35])[C:7]([O:10][C:11]2[CH:16]=[C:15]([O:17][CH2:18][CH2:19][O:20][CH3:21])[CH:14]=[CH:13][C:12]=2/[CH:22]=[CH:23]/[C:24]([NH:26][S:27]([CH2:30][CH2:31][CH2:32][CH2:33][CH3:34])(=[O:29])=[O:28])=[O:25])=[N:8][CH:9]=1)(=[O:38])[CH3:37]. Reactant: Cl.Cl.[NH2:3][C:4]1[CH:5]=[C:6]([CH3:35])[C:7]([O:10][C:11]2[CH:16]=[C:15]([O:17][CH2:18][CH2:19][O:20][CH3:21])[CH:14]=[CH:13][C:12]=2/[CH:22]=[CH:23]/[C:24]([NH:26][S:27]([CH2:30][CH2:31][CH2:32][CH2:33][CH3:34])(=[O:29])=[O:28])=[O:25])=[N:8][CH:9]=1.[C:36](OC(=O)C)(=[O:38])[CH3:37]. The catalyst class is: 537. (2) Reactant: C(N(CC)CC)C.Cl.[NH2:9][C@H:10]([C:13]([OH:15])=[O:14])[CH2:11][SH:12].Br[CH2:17][CH:18]([OH:21])[CH2:19][OH:20].CO. Product: [OH:21][CH:18]([CH2:19][OH:20])[CH2:17][S:12][CH2:11][C@@H:10]([C:13]([OH:15])=[O:14])[NH2:9]. The catalyst class is: 283. (3) Reactant: Cl.[CH3:2][O:3][C:4](=[O:8])[C@H:5]([CH3:7])[NH2:6].[C:9](=N)([C:16]1[CH:21]=[CH:20][CH:19]=[CH:18][CH:17]=1)[C:10]1[CH:15]=[CH:14][CH:13]=[CH:12][CH:11]=1. Product: [CH3:2][O:3][C:4](=[O:8])[C@H:5]([CH3:7])[N:6]=[C:9]([C:10]1[CH:15]=[CH:14][CH:13]=[CH:12][CH:11]=1)[C:16]1[CH:21]=[CH:20][CH:19]=[CH:18][CH:17]=1. The catalyst class is: 34. (4) Reactant: [C:1]([N:5]1[C:10](=[O:11])[C:9]([Cl:12])=[C:8](Cl)[CH:7]=[N:6]1)([CH3:4])([CH3:3])[CH3:2].[OH:14][CH2:15][C:16]1[CH:21]=[CH:20][C:19]([C:22]([OH:25])([CH3:24])[CH3:23])=[CH:18][CH:17]=1.C(=O)([O-])[O-].[Cs+].[Cs+]. Product: [C:1]([N:5]1[C:10](=[O:11])[C:9]([Cl:12])=[C:8]([O:14][CH2:15][C:16]2[CH:21]=[CH:20][C:19]([C:22]([OH:25])([CH3:23])[CH3:24])=[CH:18][CH:17]=2)[CH:7]=[N:6]1)([CH3:4])([CH3:3])[CH3:2]. The catalyst class is: 9. (5) Reactant: [F:1][C:2]1[CH:10]=[C:9]2[C:5]([C:6]([C:11]3[CH:12]=[CH:13][C:14]4[S:18](=[O:20])(=[O:19])[N:17](C5CCNC(=O)C5)[CH:16]([CH3:28])[C:15]=4[CH:29]=3)=[CH:7][NH:8]2)=[CH:4][CH:3]=1.[C:30]([O-:33])([O-])=[O:31].[K+].[K+].Br[CH2:37][C:38]([O:40][C:41]([CH3:44])([CH3:43])[CH3:42])=[O:39].[OH2:45]. Product: [C:41]([O:40][C:38](=[O:39])[CH2:37][N:17]1[CH:16]([CH2:28][OH:45])[C:15]2[CH:29]=[C:11]([C:6]3[C:5]4[C:9](=[CH:10][C:2]([F:1])=[CH:3][CH:4]=4)[N:8]([C:30]([O:33][C:5]([CH3:9])([CH3:6])[CH3:4])=[O:31])[CH:7]=3)[CH:12]=[CH:13][C:14]=2[S:18]1(=[O:20])=[O:19])([CH3:44])([CH3:43])[CH3:42]. The catalyst class is: 3.